From a dataset of NCI-60 drug combinations with 297,098 pairs across 59 cell lines. Regression. Given two drug SMILES strings and cell line genomic features, predict the synergy score measuring deviation from expected non-interaction effect. Drug 1: C1CC(=O)NC(=O)C1N2CC3=C(C2=O)C=CC=C3N. Drug 2: C#CCC(CC1=CN=C2C(=N1)C(=NC(=N2)N)N)C3=CC=C(C=C3)C(=O)NC(CCC(=O)O)C(=O)O. Cell line: UACC62. Synergy scores: CSS=2.08, Synergy_ZIP=-1.34, Synergy_Bliss=-1.81, Synergy_Loewe=-0.833, Synergy_HSA=-0.764.